Dataset: Catalyst prediction with 721,799 reactions and 888 catalyst types from USPTO. Task: Predict which catalyst facilitates the given reaction. (1) Reactant: Cl.[C:2](Cl)(=[O:9])[C:3]1[CH:8]=[CH:7][N:6]=[CH:5][CH:4]=1.C(N(CC)CC)C.ClCCl.[CH3:21][C@H:22]1[CH2:27][CH2:26][CH2:25][CH2:24][N:23]1[C:28]1[CH:34]=[CH:33][C:32]([C:35]([F:38])([F:37])[F:36])=[CH:31][C:29]=1[NH2:30]. Product: [CH3:21][C@H:22]1[CH2:27][CH2:26][CH2:25][CH2:24][N:23]1[C:28]1[CH:34]=[CH:33][C:32]([C:35]([F:37])([F:36])[F:38])=[CH:31][C:29]=1[NH:30][C:2](=[O:9])[C:3]1[CH:8]=[CH:7][N:6]=[CH:5][CH:4]=1. The catalyst class is: 6. (2) Reactant: N#N.C([Si](C)(C)[O:8][CH:9]([C:11]1[O:12][C:13]([CH2:16][N:17]2[N:21]=[C:20]([NH:22][C:23]([C:25]3[N:26]=[C:27]([CH3:41])[O:28][C:29]=3[C:30]3[CH:35]=[CH:34][CH:33]=[C:32]([O:36][C:37]([F:40])([F:39])[F:38])[CH:31]=3)=[O:24])[CH:19]=[N:18]2)=[CH:14][N:15]=1)[CH3:10])(C)(C)C.CCCC[N+](CCCC)(CCCC)CCCC.[F-]. Product: [OH:8][CH:9]([C:11]1[O:12][C:13]([CH2:16][N:17]2[N:21]=[C:20]([NH:22][C:23]([C:25]3[N:26]=[C:27]([CH3:41])[O:28][C:29]=3[C:30]3[CH:35]=[CH:34][CH:33]=[C:32]([O:36][C:37]([F:38])([F:39])[F:40])[CH:31]=3)=[O:24])[CH:19]=[N:18]2)=[CH:14][N:15]=1)[CH3:10]. The catalyst class is: 721. (3) Reactant: CC1(C)C(C)(C)[O:5][B:4]([C:9]2[CH:18]=[CH:17][C:12]3[C:13](=[O:16])[O:14][CH2:15][C:11]=3[CH:10]=2)[O:3]1.I([O-])(=O)(=O)=O.[Na+].C1COCC1.Cl. Product: [O:16]=[C:13]1[C:12]2[CH:17]=[CH:18][C:9]([B:4]([OH:5])[OH:3])=[CH:10][C:11]=2[CH2:15][O:14]1. The catalyst class is: 6.